Predict the reaction yield, written as a fraction of the theoretical maximum amount of product (1.0 means a 100% yield; for example, 0.34 means a 34% yield). From a dataset of Reaction yield outcomes from USPTO patents with 853,638 reactions. The reactants are [NH2:1][C:2]1[N:11]=[C:10]([OH:12])[C:9]2[C:4](=[N:5][CH:6]=[C:7]([CH2:13][NH:14][C:15]3[CH:33]=[CH:32][C:18]([C:19]([NH:21][C@H:22]([C:28]([O:30][CH3:31])=[O:29])[CH2:23][CH2:24][C:25](O)=[O:26])=[O:20])=[CH:17][CH:16]=3)[N:8]=2)[N:3]=1.C(N(CC)CC)C.[NH2:41][CH2:42][CH2:43][O:44][CH2:45][CH2:46][O:47][CH2:48][CH2:49][NH:50][C:51](=[O:57])[O:52][C:53]([CH3:56])([CH3:55])[CH3:54].[B-](F)(F)(F)F.CN(C(ON1C(=O)C=CC=C1)=[N+](C)C)C. The catalyst is CN(C)C=O.C(OCC)C. The product is [NH2:1][C:2]1[N:11]=[C:10]([OH:12])[C:9]2[C:4](=[N:5][CH:6]=[C:7]([CH2:13][NH:14][C:15]3[CH:33]=[CH:32][C:18]([C:19]([NH:21][C@H:22]([C:28]([O:30][CH3:31])=[O:29])[CH2:23][CH2:24][C:25](=[O:26])[NH:41][CH2:42][CH2:43][O:44][CH2:45][CH2:46][O:47][CH2:48][CH2:49][NH:50][C:51](=[O:57])[O:52][C:53]([CH3:55])([CH3:54])[CH3:56])=[O:20])=[CH:17][CH:16]=3)[N:8]=2)[N:3]=1. The yield is 0.620.